From a dataset of Forward reaction prediction with 1.9M reactions from USPTO patents (1976-2016). Predict the product of the given reaction. (1) Given the reactants C[O:2][C:3]1[CH:4]=[C:5]2[C:9](=[CH:10][CH:11]=1)[C:8](=[O:12])[CH2:7][C:6]2([CH3:14])[CH3:13].C1(S)C=CC=CC=1.C(=O)([O-])[O-].[K+].[K+], predict the reaction product. The product is: [OH:2][C:3]1[CH:4]=[C:5]2[C:9](=[CH:10][CH:11]=1)[C:8](=[O:12])[CH2:7][C:6]2([CH3:14])[CH3:13]. (2) The product is: [O:1]1[C:6]2[CH:7]=[CH:8][C:9]([C:11]3[C:16]([N:17]4[CH:21]=[CH:20][N:33]=[CH:34]4)=[CH:15][CH:14]=[C:13]([C:23]([F:26])([F:24])[F:25])[C:12]=3[C:27](=[O:32])[C:28]([O:30][CH3:31])=[O:29])=[CH:10][C:5]=2[CH2:4][CH2:3][CH2:2]1. Given the reactants [O:1]1[C:6]2[CH:7]=[CH:8][C:9]([C:11]3[C:16]([N:17]4[C:21](C)=[CH:20]C=N4)=[CH:15][CH:14]=[C:13]([C:23]([F:26])([F:25])[F:24])[C:12]=3[C:27](=[O:32])[C:28]([O:30][CH3:31])=[O:29])=[CH:10][C:5]=2[CH2:4][CH2:3][CH2:2]1.[NH:33]1C=CN=[CH:34]1.[H-].[Na+].C[Si](C=[N+]=[N-])(C)C.C(OCC)C, predict the reaction product. (3) Given the reactants [Cl:1][C:2]1[CH:7]=[CH:6][CH:5]=[CH:4][C:3]=1[N:8]1[C:12]([C:13]2[CH:18]=[CH:17][C:16]([Cl:19])=[CH:15][CH:14]=2)=[C:11]([CH2:20][NH:21][CH:22]([CH3:24])[CH3:23])[C:10]([C:25]([OH:27])=O)=[N:9]1.C(Cl)CCl.C1C=NC2N(O)N=NC=2C=1.C(N(CC)CC)C, predict the reaction product. The product is: [Cl:19][C:16]1[CH:15]=[CH:14][C:13]([C:12]2[N:8]([C:3]3[CH:4]=[CH:5][CH:6]=[CH:7][C:2]=3[Cl:1])[N:9]=[C:10]3[C:25](=[O:27])[N:21]([CH:22]([CH3:23])[CH3:24])[CH2:20][C:11]=23)=[CH:18][CH:17]=1. (4) Given the reactants Cl[C:2]1[CH:8]2[CH2:9][CH:5]([CH2:6][CH2:7]2)[C:4](=[O:10])[CH:3]=1.[CH3:11][O:12][CH2:13][CH2:14][O:15][CH2:16][C:17]1[N:25]=[C:24]([C:26]([F:29])([F:28])[F:27])[CH:23]=[CH:22][C:18]=1[C:19]([OH:21])=[O:20].C(N(C(C)C)CC)(C)C.C1(C)C=CC=CC=1, predict the reaction product. The product is: [CH3:11][O:12][CH2:13][CH2:14][O:15][CH2:16][C:17]1[C:18]([C:19]([O:21][C:2]2[CH:8]3[CH2:9][CH:5]([CH2:6][CH2:7]3)[C:4](=[O:10])[CH:3]=2)=[O:20])=[CH:22][CH:23]=[C:24]([C:26]([F:29])([F:27])[F:28])[N:25]=1. (5) Given the reactants [CH3:1][N:2]1[C:6]([CH3:7])=[CH:5][C:4]([C:8]([NH2:10])=O)=[N:3]1, predict the reaction product. The product is: [CH3:1][N:2]1[C:6]([CH3:7])=[CH:5][C:4]([C:8]#[N:10])=[N:3]1. (6) The product is: [Br:1][C:2]1[CH:3]=[CH:4][CH:5]=[C:6]2[C:10]=1[N:9]([CH3:11])[N:8]=[C:7]2[NH:12][CH2:13][CH:14]([F:16])[F:15]. Given the reactants [Br:1][C:2]1[CH:3]=[CH:4][CH:5]=[C:6]2[C:10]=1[N:9]([CH3:11])[N:8]=[C:7]2[N:12](CC(F)F)[C:13](=O)[C:14](F)([F:16])[F:15].[OH-].[Na+], predict the reaction product. (7) Given the reactants C(OC([N:8]1[CH2:13][CH2:12][CH:11]([C:14](=[O:33])[NH:15][C:16]2[S:17][C:18]3[C:24]([N:25]4[CH2:30][CH2:29][O:28][CH2:27][CH2:26]4)=[CH:23][CH:22]=[C:21]([O:31][CH3:32])[C:19]=3[N:20]=2)[CH2:10][CH2:9]1)=O)(C)(C)C, predict the reaction product. The product is: [CH3:32][O:31][C:21]1[C:19]2[N:20]=[C:16]([NH:15][C:14]([CH:11]3[CH2:10][CH2:9][NH:8][CH2:13][CH2:12]3)=[O:33])[S:17][C:18]=2[C:24]([N:25]2[CH2:26][CH2:27][O:28][CH2:29][CH2:30]2)=[CH:23][CH:22]=1.